The task is: Predict the reactants needed to synthesize the given product.. This data is from Retrosynthesis with 50K atom-mapped reactions and 10 reaction types from USPTO. (1) Given the product O=C(O)c1cc(Br)cc(SC2CCCC2)c1, predict the reactants needed to synthesize it. The reactants are: O=C(O)c1cc(Br)cc(Br)c1.SC1CCCC1. (2) The reactants are: BrCCCCBr.O=C1NC(=O)c2cccc3cccc1c23. Given the product O=C1c2cccc3cccc(c23)C(=O)N1CCCCBr, predict the reactants needed to synthesize it.